From a dataset of Full USPTO retrosynthesis dataset with 1.9M reactions from patents (1976-2016). Predict the reactants needed to synthesize the given product. (1) Given the product [CH2:31]([O:30][C:28](=[O:29])[CH2:27][O:10][C:7]1[CH:8]=[CH:9][C:4]([N+:1]([O-:3])=[O:2])=[CH:5][C:6]=1[N:11]1[CH:15]=[CH:14][CH:13]=[CH:12]1)[CH3:32], predict the reactants needed to synthesize it. The reactants are: [N+:1]([C:4]1[CH:9]=[CH:8][C:7]([OH:10])=[C:6]([N:11]2[CH:15]=[CH:14][CH:13]=[CH:12]2)[CH:5]=1)([O-:3])=[O:2].C([O-])([O-])=O.[K+].[K+].CC(C)=O.Br[CH2:27][C:28]([O:30][CH2:31][CH3:32])=[O:29]. (2) Given the product [CH:1]1[C:13]2[CH:12]([CH2:14][O:15][C:16]([NH:18][C@H:19]([C:20]([N:58]3[C@H:59]([C:61](=[O:62])[NH:63][C@H:64]4[C:73]5[C:68](=[CH:69][CH:70]=[CH:71][CH:72]=5)[CH2:67][CH2:66][CH2:65]4)[CH2:60][Si:56]([CH3:74])([CH3:55])[CH2:57]3)=[O:21])[CH2:23][C:24]3[CH:25]=[CH:26][C:27]([C:30]([O:32][C:33]([CH3:36])([CH3:35])[CH3:34])=[O:31])=[CH:28][CH:29]=3)=[O:17])[C:11]3[C:6](=[CH:7][CH:8]=[CH:9][CH:10]=3)[C:5]=2[CH:4]=[CH:3][CH:2]=1, predict the reactants needed to synthesize it. The reactants are: [CH:1]1[C:13]2[CH:12]([CH2:14][O:15][C:16]([NH:18][C@@H:19]([CH2:23][C:24]3[CH:29]=[CH:28][C:27]([C:30]([O:32][C:33]([CH3:36])([CH3:35])[CH3:34])=[O:31])=[CH:26][CH:25]=3)[C:20](O)=[O:21])=[O:17])[C:11]3[C:6](=[CH:7][CH:8]=[CH:9][CH:10]=3)[C:5]=2[CH:4]=[CH:3][CH:2]=1.[Cl-].COC1N=C(OC)N=C([N+]2(C)CCOCC2)N=1.[CH3:55][Si:56]1([CH3:74])[CH2:60][C@@H:59]([C:61]([NH:63][C@H:64]2[C:73]3[C:68](=[CH:69][CH:70]=[CH:71][CH:72]=3)[CH2:67][CH2:66][CH2:65]2)=[O:62])[NH:58][CH2:57]1.C(O)(C(F)(F)F)=O.CCN(C(C)C)C(C)C. (3) Given the product [F:30][C:2]([F:1])([F:31])[C:3]1[CH:4]=[C:5]([C:13]([C:25]([F:28])([F:27])[F:26])=[CH:14][C:15]([C:17]2[CH:22]=[CH:21][C:20]([CH3:23])=[C:19]([Cl:24])[CH:18]=2)=[O:16])[CH:6]=[C:7]([C:9]([F:10])([F:11])[F:12])[CH:8]=1, predict the reactants needed to synthesize it. The reactants are: [F:1][C:2]([F:31])([F:30])[C:3]1[CH:4]=[C:5]([C:13](O)([C:25]([F:28])([F:27])[F:26])[CH2:14][C:15]([C:17]2[CH:22]=[CH:21][C:20]([CH3:23])=[C:19]([Cl:24])[CH:18]=2)=[O:16])[CH:6]=[C:7]([C:9]([F:12])([F:11])[F:10])[CH:8]=1.C1(C)C=CC=CC=1.S(Cl)(Cl)=O. (4) Given the product [Cl:1][C:9]1[N:5]([CH2:3][CH3:4])[N:6]=[CH:7][C:8]=1[CH3:10], predict the reactants needed to synthesize it. The reactants are: [Cl:1]Cl.[CH2:3]([N:5]1[CH:9]=[C:8]([CH3:10])[CH:7]=[N:6]1)[CH3:4].[OH-].[Na+]. (5) Given the product [N+:8]([C:7]1[CH:6]=[CH:5][C:4]([C:12]([OH:14])=[O:13])=[C:3]([CH3:11])[CH:2]=1)([O-:10])=[O:9], predict the reactants needed to synthesize it. The reactants are: I[C:2]1[C:7]([N+:8]([O-:10])=[O:9])=[CH:6][CH:5]=[CH:4][C:3]=1[CH3:11].[C:12](=O)([O-:14])[O-:13].[K+].[K+].C(OCC)C.CCCCCC. (6) Given the product [OH:1][C:2]1[C:3]([C:10](=[O:29])[CH2:11][CH2:12][C:13]2[S:14][C:15]3[CH:24]=[C:23]([C:25]([F:28])([F:26])[F:27])[CH:22]=[CH:21][C:16]=3[C:17]=2[CH2:18][CH2:19][CH3:20])=[CH:4][C:5]([CH3:9])=[C:6]([CH:7]=1)[O:8][CH2:37][C:38]([O:40][CH2:41][CH3:30])=[O:39], predict the reactants needed to synthesize it. The reactants are: [OH:1][C:2]1[CH:7]=[C:6]([OH:8])[C:5]([CH3:9])=[CH:4][C:3]=1[C:10](=[O:29])[CH2:11][CH2:12][C:13]1[S:14][C:15]2[CH:24]=[C:23]([C:25]([F:28])([F:27])[F:26])[CH:22]=[CH:21][C:16]=2[C:17]=1[CH2:18][CH2:19][CH3:20].[C:30](=O)([O-])[O-].[Cs+].[Cs+].Br[CH2:37][C:38]([O:40][CH3:41])=[O:39].